This data is from Full USPTO retrosynthesis dataset with 1.9M reactions from patents (1976-2016). The task is: Predict the reactants needed to synthesize the given product. (1) Given the product [C:1]([C:3]1[CH:8]=[CH:7][CH:6]=[CH:5][C:4]=1[C:9]1[CH:10]=[C:11]([C:27]([OH:29])=[O:28])[C:12]2[CH2:13][CH2:14][N:15]([CH:20]([CH2:21][CH2:22][CH3:23])[CH2:24][CH2:25][CH3:26])[C:16](=[O:19])[C:17]=2[CH:18]=1)#[N:2], predict the reactants needed to synthesize it. The reactants are: [C:1]([C:3]1[CH:8]=[CH:7][CH:6]=[CH:5][C:4]=1[C:9]1[CH:10]=[C:11]([C:27]([O:29]C)=[O:28])[C:12]2[CH2:13][CH2:14][N:15]([CH:20]([CH2:24][CH2:25][CH3:26])[CH2:21][CH2:22][CH3:23])[C:16](=[O:19])[C:17]=2[CH:18]=1)#[N:2].[OH-].[Na+]. (2) Given the product [C:32]([CH2:31][N:14]([C:9]1[CH:10]=[N:11][CH:12]=[CH:13][C:8]=1[C:3]1[CH:4]=[CH:5][CH:6]=[CH:7][C:2]=1[Cl:1])[C:15](=[O:30])[C:16]1[CH:17]=[C:18]([C:26]([F:29])([F:28])[F:27])[CH:19]=[C:20]([C:22]([F:23])([F:24])[F:25])[CH:21]=1)(=[O:35])[NH2:33], predict the reactants needed to synthesize it. The reactants are: [Cl:1][C:2]1[CH:7]=[CH:6][CH:5]=[CH:4][C:3]=1[C:8]1[CH:13]=[CH:12][N:11]=[CH:10][C:9]=1[N:14]([CH2:31][C:32](=[O:35])[NH:33]C)[C:15](=[O:30])[C:16]1[CH:21]=[C:20]([C:22]([F:25])([F:24])[F:23])[CH:19]=[C:18]([C:26]([F:29])([F:28])[F:27])[CH:17]=1.C(Cl)CCl.ON1C2N=CC=CC=2N=N1.[Cl-].[NH4+].CCN(C(C)C)C(C)C. (3) The reactants are: [CH3:1][O:2][C:3]1[CH:4]=[C:5]([C:11]([CH3:17])([CH3:16])[C:12]([NH:14][NH2:15])=[O:13])[CH:6]=[CH:7][C:8]=1[O:9][CH3:10].[F:18][C:19]1[CH:24]=[CH:23][C:22]([N:25]=[C:26]=[S:27])=[CH:21][CH:20]=1. Given the product [CH3:1][O:2][C:3]1[CH:4]=[C:5]([C:11]([CH3:17])([CH3:16])[C:12]([NH:14][NH:15][C:26](=[S:27])[NH:25][C:22]2[CH:23]=[CH:24][C:19]([F:18])=[CH:20][CH:21]=2)=[O:13])[CH:6]=[CH:7][C:8]=1[O:9][CH3:10], predict the reactants needed to synthesize it. (4) Given the product [F:12][C:13]1[CH:28]=[CH:27][C:16]([C:17]([N:19]([C@@H:20]([CH:23]([CH3:24])[CH3:25])[CH2:21][N:1]2[CH2:6][CH2:5][CH:4]([OH:7])[CH2:3][CH2:2]2)[CH3:26])=[O:18])=[CH:15][C:14]=1[CH3:29], predict the reactants needed to synthesize it. The reactants are: [NH:1]1[CH2:6][CH2:5][CH:4]([OH:7])[CH2:3][CH2:2]1.C(O)(=O)C.[F:12][C:13]1[CH:28]=[CH:27][C:16]([C:17]([N:19]([CH3:26])[C@@H:20]([CH:23]([CH3:25])[CH3:24])[CH:21]=O)=[O:18])=[CH:15][C:14]=1[CH3:29].[Na].[OH-].[Na+].